This data is from Forward reaction prediction with 1.9M reactions from USPTO patents (1976-2016). The task is: Predict the product of the given reaction. (1) Given the reactants Cl.[CH3:2][N:3]1[CH2:8][CH2:7][NH:6][CH2:5][C:4]1=[O:9].C(N(CC)C(C)C)(C)C.[CH3:19][C:20]([O:23][C:24]([N:26]1C(C2C=CC(C#N)=CC=2)O1)=[O:25])([CH3:22])[CH3:21], predict the reaction product. The product is: [C:20]([O:23][C:24](=[O:25])[NH:26][N:6]1[CH2:7][CH2:8][N:3]([CH3:2])[C:4](=[O:9])[CH2:5]1)([CH3:22])([CH3:21])[CH3:19]. (2) Given the reactants [CH2:1]([O:3][C:4](=[O:14])[C@@H:5]([C@H:7]([C:9]([O:11][CH2:12][CH3:13])=[O:10])[OH:8])[OH:6])[CH3:2].BrN1C(=O)CCC1=O.N(C(C)(CC(OC)(C)C)C#N)=NC(C)(CC(C)(OC)C)C#N, predict the reaction product. The product is: [O:6]=[C:5]([C:4]([O:3][CH2:1][CH3:2])=[O:14])[C:7](=[O:8])[C:9]([O:11][CH2:12][CH3:13])=[O:10].